The task is: Predict the product of the given reaction.. This data is from Forward reaction prediction with 1.9M reactions from USPTO patents (1976-2016). (1) Given the reactants ClC1C=C(C=CC=1)C(OO)=[O:6].[F:12][C:13]([F:27])([F:26])[CH2:14][C:15]1[CH:20]=[CH:19][CH:18]=[C:17]([CH2:21][C:22]([F:25])([F:24])[F:23])[N:16]=1, predict the reaction product. The product is: [F:27][C:13]([F:12])([F:26])[CH2:14][C:15]1[CH:20]=[CH:19][CH:18]=[C:17]([CH2:21][C:22]([F:25])([F:24])[F:23])[N+:16]=1[O-:6]. (2) Given the reactants [F:1][C:2]1[CH:3]=[CH:4][C:5]([CH3:30])=[C:6]([C:8]2[CH:17]=[C:16]3[C:11]([CH:12]=[C:13]([NH:18][C:19]([CH:21]4[CH2:23][CH2:22]4)=[O:20])[N:14]=[CH:15]3)=[C:10]([CH:24]3[CH2:28][CH:27]([OH:29])[O:26][CH2:25]3)[N:9]=2)[CH:7]=1.[BH4-].[Na+], predict the reaction product. The product is: [OH:26][CH2:25][CH:24]([C:10]1[N:9]=[C:8]([C:6]2[CH:7]=[C:2]([F:1])[CH:3]=[CH:4][C:5]=2[CH3:30])[CH:17]=[C:16]2[C:11]=1[CH:12]=[C:13]([NH:18][C:19]([CH:21]1[CH2:23][CH2:22]1)=[O:20])[N:14]=[CH:15]2)[CH2:28][CH2:27][OH:29]. (3) The product is: [CH3:19][S:20]([C:23]1[CH:28]=[CH:27][C:26]([CH2:29][C:30]([NH:1][N:2]2[N:11]=[C:10]([N:12]3[CH2:17][CH2:16][O:15][CH2:14][CH2:13]3)[C:9]3[C:4](=[CH:5][CH:6]=[CH:7][CH:8]=3)[C:3]2=[O:18])=[O:31])=[CH:25][CH:24]=1)(=[O:21])=[O:22]. Given the reactants [NH2:1][N:2]1[N:11]=[C:10]([N:12]2[CH2:17][CH2:16][O:15][CH2:14][CH2:13]2)[C:9]2[C:4](=[CH:5][CH:6]=[CH:7][CH:8]=2)[C:3]1=[O:18].[CH3:19][S:20]([C:23]1[CH:28]=[CH:27][C:26]([CH2:29][C:30](O)=[O:31])=[CH:25][CH:24]=1)(=[O:22])=[O:21], predict the reaction product. (4) Given the reactants [OH:1][CH2:2][C@@H:3]1[O:8][CH2:7][CH2:6][N:5]([C:9]([O:11][C:12]([CH3:15])([CH3:14])[CH3:13])=[O:10])[CH2:4]1.[CH3:16][S:17](Cl)(=[O:19])=[O:18], predict the reaction product. The product is: [CH3:16][S:17]([O:1][CH2:2][C@@H:3]1[O:8][CH2:7][CH2:6][N:5]([C:9]([O:11][C:12]([CH3:15])([CH3:14])[CH3:13])=[O:10])[CH2:4]1)(=[O:19])=[O:18]. (5) Given the reactants [Cl:1][C:2]1[CH:7]=[CH:6][C:5]([C:8]2[S:9][CH:10]=[CH:11][C:12]=2[CH:13]([CH2:17][C:18]2[CH:23]=[CH:22][CH:21]=[CH:20][CH:19]=2)[C:14]([OH:16])=[O:15])=[CH:4][CH:3]=1.S(=O)(=O)(O)O.[CH:29](O)([CH3:31])[CH3:30], predict the reaction product. The product is: [Cl:1][C:2]1[CH:7]=[CH:6][C:5]([C:8]2[S:9][CH:10]=[CH:11][C:12]=2[CH:13]([CH2:17][C:18]2[CH:19]=[CH:20][CH:21]=[CH:22][CH:23]=2)[C:14]([O:16][CH:29]([CH3:31])[CH3:30])=[O:15])=[CH:4][CH:3]=1. (6) Given the reactants [H-].[Na+].CN(C=O)C.[OH:8][C:9]1[CH:14]=[CH:13][C:12]([C:15](=[O:17])[CH3:16])=[CH:11][CH:10]=1.[CH3:18][O:19][C:20](=O)[O:21]C, predict the reaction product. The product is: [OH:8][C:9]1[CH:14]=[CH:13][C:12]([C:15](=[O:17])[CH2:16][C:20]([O:19][CH3:18])=[O:21])=[CH:11][CH:10]=1.